From a dataset of Full USPTO retrosynthesis dataset with 1.9M reactions from patents (1976-2016). Predict the reactants needed to synthesize the given product. (1) Given the product [CH2:6]([N:10]([CH2:11][CH2:12][CH2:13][CH3:14])[C:3](=[O:4])[CH2:2][Br:1])[CH2:7][CH2:8][CH3:9], predict the reactants needed to synthesize it. The reactants are: [Br:1][CH2:2][C:3](Br)=[O:4].[CH2:6]([NH:10][CH2:11][CH2:12][CH2:13][CH3:14])[CH2:7][CH2:8][CH3:9].OP(O)(O)=O. (2) Given the product [CH2:10]([O:17][C@@H:18]([CH3:31])[C@@H:19]([N:23]([C:24]([O:26][C:27]([CH3:30])([CH3:29])[CH3:28])=[O:25])[CH3:5])[C:20]([OH:22])=[O:21])[C:11]1[CH:12]=[CH:13][CH:14]=[CH:15][CH:16]=1, predict the reactants needed to synthesize it. The reactants are: [H-].[Na+].CI.[CH3:5]N(C=O)C.[CH2:10]([O:17][C@@H:18]([CH3:31])[C@@H:19]([NH:23][C:24]([O:26][C:27]([CH3:30])([CH3:29])[CH3:28])=[O:25])[C:20]([OH:22])=[O:21])[C:11]1[CH:16]=[CH:15][CH:14]=[CH:13][CH:12]=1.